Predict the reactants needed to synthesize the given product. From a dataset of Full USPTO retrosynthesis dataset with 1.9M reactions from patents (1976-2016). (1) Given the product [C:4]([CH2:6][N:7]([C:12]1[CH:13]=[CH:14][C:15]([NH:18]/[C:19](=[C:26]2\[C:27](=[O:38])[NH:28][C:29]3[C:34]\2=[CH:33][C:32]([N+:35]([O-:37])=[O:36])=[CH:31][CH:30]=3)/[C:20]2[CH:25]=[CH:24][CH:23]=[CH:22][CH:21]=2)=[CH:16][CH:17]=1)[S:8]([CH3:11])(=[O:10])=[O:9])([OH:5])=[O:3], predict the reactants needed to synthesize it. The reactants are: C([O:3][C:4]([CH2:6][N:7]([C:12]1[CH:17]=[CH:16][C:15]([NH:18]/[C:19](=[C:26]2\[C:27](=[O:38])[NH:28][C:29]3[C:34]\2=[CH:33][C:32]([N+:35]([O-:37])=[O:36])=[CH:31][CH:30]=3)/[C:20]2[CH:25]=[CH:24][CH:23]=[CH:22][CH:21]=2)=[CH:14][CH:13]=1)[S:8]([CH3:11])(=[O:10])=[O:9])=[O:5])C.[OH-].[Na+]. (2) Given the product [Cl:13][C:14]1[N:15]=[CH:16][CH:17]=[C:18]([C:20]([F:21])([F:22])[F:23])[C:19]=1[C:25]([O:27][CH2:28][CH3:29])=[O:26], predict the reactants needed to synthesize it. The reactants are: C(NC(C)C)(C)C.C([Li])CCC.[Cl:13][C:14]1[CH:19]=[C:18]([C:20]([F:23])([F:22])[F:21])[CH:17]=[CH:16][N:15]=1.Cl[C:25]([O:27][CH2:28][CH3:29])=[O:26].C(=O)([O-])O.[Na+]. (3) Given the product [Cl:59][C:60]1[CH:61]=[CH:62][C:63]([C:66]2([NH:69][C:6]3[N:5]=[C:4]([O:9][CH2:10][C:11]([F:14])([F:13])[F:12])[N:3]=[C:2]([NH:23][C:20]4[CH:19]=[CH:18][C:17]([S:15]([NH:25][C:138]([C:135]5([CH2:134][NH:133][C:131](=[O:132])[O:130][C:126]([CH3:128])([CH3:127])[CH3:129])[CH2:137][CH2:136]5)=[O:139])(=[O:24])=[O:16])=[CH:22][CH:21]=4)[N:7]=3)[CH2:67][CH2:68]2)=[CH:64][CH:65]=1, predict the reactants needed to synthesize it. The reactants are: Cl[C:2]1[N:7]=[C:6](Cl)[N:5]=[C:4]([O:9][CH2:10][C:11]([F:14])([F:13])[F:12])[N:3]=1.[S:15]([NH2:25])(=[O:24])([C:17]1[CH:22]=[CH:21][C:20]([NH2:23])=[CH:19][CH:18]=1)=[O:16].CCN(C(C)C)C(C)C.ClC1N=C(OCC(F)(F)F)N=C(NC2C=CC(S(N)(=O)=O)=CC=2)N=1.[Cl:59][C:60]1[CH:65]=[CH:64][C:63]([C:66]2([NH:69]C3N=C(OCC(F)(F)F)N=C(NC4C=CC(S(N)(=O)=O)=CC=4)N=3)[CH2:68][CH2:67]2)=[CH:62][CH:61]=1.C1CN([P+](ON2N=NC3C=CC=CC2=3)(N2CCCC2)N2CCCC2)CC1.F[P-](F)(F)(F)(F)F.[C:126]([O:130][C:131]([NH:133][CH2:134][C:135]1([C:138](O)=[O:139])[CH2:137][CH2:136]1)=[O:132])([CH3:129])([CH3:128])[CH3:127]. (4) Given the product [Br:10][C:11]1[C:12]([N:27]2[CH2:32][CH2:31][CH:30]([C:33]([F:36])([F:34])[F:35])[CH2:29][CH2:28]2)=[C:13]([CH:19]([OH:26])[C:20]([O:22][CH:23]([CH3:25])[CH3:24])=[O:21])[C:14]([CH3:18])=[N:15][C:16]=1[CH3:17], predict the reactants needed to synthesize it. The reactants are: O1C2C=CC=CC=2OB1.[Br:10][C:11]1[C:12]([N:27]2[CH2:32][CH2:31][CH:30]([C:33]([F:36])([F:35])[F:34])[CH2:29][CH2:28]2)=[C:13]([C:19](=[O:26])[C:20]([O:22][CH:23]([CH3:25])[CH3:24])=[O:21])[C:14]([CH3:18])=[N:15][C:16]=1[CH3:17].CB1N2CCC[C@@H]2C(C2C=CC=CC=2)(C2C=CC=CC=2)O1. (5) The reactants are: I.I[C:3]1[N:8]=[CH:7][N:6]=[C:5]([NH:9][C:10]2[CH:15]=[CH:14][C:13]([O:16][C:17]3[CH:18]=[N:19][C:20]([CH3:23])=[CH:21][CH:22]=3)=[C:12]([CH3:24])[CH:11]=2)[C:4]=1[NH2:25].[CH2:26]([NH:29][C:30](=[O:36])[O:31][C:32]([CH3:35])([CH3:34])[CH3:33])[C:27]#[CH:28]. Given the product [NH2:25][C:4]1[C:3]([C:28]#[C:27][CH2:26][NH:29][C:30](=[O:36])[O:31][C:32]([CH3:34])([CH3:33])[CH3:35])=[N:8][CH:7]=[N:6][C:5]=1[NH:9][C:10]1[CH:15]=[CH:14][C:13]([O:16][C:17]2[CH:18]=[N:19][C:20]([CH3:23])=[CH:21][CH:22]=2)=[C:12]([CH3:24])[CH:11]=1, predict the reactants needed to synthesize it. (6) The reactants are: Cl[CH2:2][C:3]1[CH:21]=[CH:20][C:6]([O:7][CH2:8][C:9]2[N:10]=[C:11]([C:15]3[O:16][CH:17]=[CH:18][CH:19]=3)[O:12][C:13]=2[CH3:14])=[C:5]([O:22][CH3:23])[CH:4]=1.[C:24]1([N:30]2[CH:34]=[C:33]([CH2:35][CH2:36][C:37]3[N:38]=[CH:39][S:40][CH:41]=3)[C:32]([OH:42])=[N:31]2)[CH:29]=[CH:28][CH:27]=[CH:26][CH:25]=1.CN(C)C=O.[H-].[Na+]. Given the product [O:16]1[CH:17]=[CH:18][CH:19]=[C:15]1[C:11]1[O:12][C:13]([CH3:14])=[C:9]([CH2:8][O:7][C:6]2[CH:20]=[CH:21][C:3]([CH2:2][O:42][C:32]3[C:33]([CH2:35][CH2:36][C:37]4[N:38]=[CH:39][S:40][CH:41]=4)=[CH:34][N:30]([C:24]4[CH:29]=[CH:28][CH:27]=[CH:26][CH:25]=4)[N:31]=3)=[CH:4][C:5]=2[O:22][CH3:23])[N:10]=1, predict the reactants needed to synthesize it. (7) Given the product [F:5][C:6]1[CH:14]=[CH:13][C:9]([C:10]([O:12][CH3:16])=[O:11])=[CH:8][C:7]=1[CH3:15], predict the reactants needed to synthesize it. The reactants are: S(Cl)(Cl)=O.[F:5][C:6]1[CH:14]=[CH:13][C:9]([C:10]([OH:12])=[O:11])=[CH:8][C:7]=1[CH3:15].[CH3:16]O. (8) Given the product [N:32]1[C:37]2[O:38][CH2:39][CH2:40][O:41][C:36]=2[CH:35]=[C:34]([CH2:42][NH:1][CH:2]2[CH2:11][C:10]3[N:9]=[CH:8][C:7]([N:12]4[C:17](=[O:18])[CH:16]=[N:15][C:14]5[N:19]=[CH:20][C:21]([O:23][CH3:24])=[CH:22][C:13]4=5)=[CH:6][C:5]=3[CH2:4][CH2:3]2)[N:33]=1, predict the reactants needed to synthesize it. The reactants are: [NH2:1][CH:2]1[CH2:11][C:10]2[N:9]=[CH:8][C:7]([N:12]3[C:17](=[O:18])[CH:16]=[N:15][C:14]4[N:19]=[CH:20][C:21]([O:23][CH3:24])=[CH:22][C:13]3=4)=[CH:6][C:5]=2[CH2:4][CH2:3]1.C(N(CC)CC)C.[N:32]1[C:37]2[O:38][CH2:39][CH2:40][O:41][C:36]=2[CH:35]=[C:34]([CH:42]=O)[N:33]=1.C(O[BH-](OC(=O)C)OC(=O)C)(=O)C.[Na+]. (9) Given the product [N:30]1([CH2:1][C:3]2[CH:4]=[CH:5][C:6]([C:9]3[CH:14]=[C:13]([C:15]4[N:19]5[CH:20]=[CH:21][CH:22]=[CH:23][C:18]5=[N:17][C:16]=4[C:24]4[CH:29]=[CH:28][CH:27]=[CH:26][N:25]=4)[CH:12]=[CH:11][N:10]=3)=[CH:7][CH:8]=2)[CH2:35][CH2:34][O:33][CH2:32][CH2:31]1, predict the reactants needed to synthesize it. The reactants are: [CH:1]([C:3]1[CH:8]=[CH:7][C:6]([C:9]2[CH:14]=[C:13]([C:15]3[N:19]4[CH:20]=[CH:21][CH:22]=[CH:23][C:18]4=[N:17][C:16]=3[C:24]3[CH:29]=[CH:28][CH:27]=[CH:26][N:25]=3)[CH:12]=[CH:11][N:10]=2)=[CH:5][CH:4]=1)=O.[NH:30]1[CH2:35][CH2:34][O:33][CH2:32][CH2:31]1. (10) Given the product [CH3:17][NH:18][C:14]([C:10]1[N:11]=[N:12][S:13][C:9]=1[NH:8][C:6]([O:5][C:1]([CH3:2])([CH3:3])[CH3:4])=[O:7])=[O:16], predict the reactants needed to synthesize it. The reactants are: [C:1]([O:5][C:6]([NH:8][C:9]1[S:13][N:12]=[N:11][C:10]=1[C:14]([OH:16])=O)=[O:7])([CH3:4])([CH3:3])[CH3:2].[CH3:17][N:18](C(ON1N=NC2C=CC=CC1=2)=[N+](C)C)C.[B-](F)(F)(F)F.C(N(CC)C(C)C)(C)C.CN.